Dataset: Reaction yield outcomes from USPTO patents with 853,638 reactions. Task: Predict the reaction yield, written as a fraction of the theoretical maximum amount of product (1.0 means a 100% yield; for example, 0.34 means a 34% yield). The reactants are [H-].[Na+].[CH3:3][O:4][C:5](=[O:30])[C:6]1[CH:28]=[CH:27][C:26]([OH:29])=[C:8]([C:9]([NH:11][C:12]2[CH:17]=[C:16]([C:18]([F:21])([F:20])[F:19])[CH:15]=[C:14]([C:22]([F:25])([F:24])[F:23])[CH:13]=2)=[O:10])[CH:7]=1.[CH2:31](Br)[C:32]1[CH:37]=[CH:36][CH:35]=[CH:34][CH:33]=1.O. The catalyst is CCCCCC.CN(C)C=O. The product is [CH3:3][O:4][C:5](=[O:30])[C:6]1[CH:28]=[CH:27][C:26]([O:29][CH2:31][C:32]2[CH:37]=[CH:36][CH:35]=[CH:34][CH:33]=2)=[C:8]([C:9]([NH:11][C:12]2[CH:17]=[C:16]([C:18]([F:21])([F:19])[F:20])[CH:15]=[C:14]([C:22]([F:23])([F:24])[F:25])[CH:13]=2)=[O:10])[CH:7]=1. The yield is 0.541.